Dataset: Forward reaction prediction with 1.9M reactions from USPTO patents (1976-2016). Task: Predict the product of the given reaction. (1) Given the reactants Cl[Si:2]([Cl:9])([CH:6]([CH3:8])[CH3:7])[CH:3]([CH3:5])[CH3:4].[CH2:10]([Li])[CH2:11][CH2:12][CH3:13], predict the reaction product. The product is: [CH2:10]([Si:2]([CH:3]([CH3:4])[CH3:5])([CH:6]([CH3:7])[CH3:8])[Cl:9])[CH2:11][CH2:12][CH3:13]. (2) The product is: [Si:26]([O:33][CH2:34][C:35]12[CH2:42][CH:41]3[CH2:40][CH:39]([CH2:38][C:37]([CH2:45][O:46][C:47]4[C:56]([Cl:57])=[CH:55][C:50]([C:51]([OH:53])=[O:52])=[C:49]([F:58])[CH:48]=4)([CH2:43]3)[CH2:36]1)[CH2:44]2)([C:29]([CH3:32])([CH3:31])[CH3:30])([CH3:28])[CH3:27]. Given the reactants C12(COC3C(C4CC4)=CC(C(OC)=O)=CN=3)CC3CC(CC(C3)C1)C2.[Si:26]([O:33][CH2:34][C:35]12[CH2:44][CH:39]3[CH2:40][CH:41]([CH2:43][C:37]([CH2:45][O:46][C:47]4[C:56]([Cl:57])=[CH:55][C:50]([C:51]([O:53]C)=[O:52])=[C:49]([F:58])[CH:48]=4)([CH2:38]3)[CH2:36]1)[CH2:42]2)([C:29]([CH3:32])([CH3:31])[CH3:30])([CH3:28])[CH3:27], predict the reaction product.